From a dataset of Reaction yield outcomes from USPTO patents with 853,638 reactions. Predict the reaction yield, written as a fraction of the theoretical maximum amount of product (1.0 means a 100% yield; for example, 0.34 means a 34% yield). (1) The product is [S:59]1[C:63]2[CH:64]=[CH:65][CH:66]=[CH:67][C:62]=2[CH:61]=[C:60]1[CH2:68][N:8]1[C:9](=[O:26])[C:10]([CH2:11][C:12]2[CH:17]=[CH:16][C:15]([C:18]3[C:19]([C:24]#[N:25])=[CH:20][CH:21]=[CH:22][CH:23]=3)=[CH:14][CH:13]=2)=[C:5]([CH2:1][CH2:2][CH2:3][CH3:4])[N:6]=[C:7]1[CH3:27]. The reactants are [CH2:1]([C:5]1[N:6]=[C:7]([CH3:27])[NH:8][C:9](=[O:26])[C:10]=1[CH2:11][C:12]1[CH:17]=[CH:16][C:15]([C:18]2[C:19]([C:24]#[N:25])=[CH:20][CH:21]=[CH:22][CH:23]=2)=[CH:14][CH:13]=1)[CH2:2][CH2:3][CH3:4].N(C(N1CCCCC1)=O)=NC(N1CCCCC1)=O.C(P(CCCC)CCCC)CCC.[S:59]1[C:63]2[CH:64]=[CH:65][CH:66]=[CH:67][C:62]=2[CH:61]=[C:60]1[CH2:68]O. The catalyst is C(OCC)(=O)C.O1CCCC1. The yield is 0.450. (2) The reactants are C1C=C(Cl)C=C(C(OO)=[O:9])C=1.[CH3:12][C:13]1[CH:14]=[CH:15][C:16]2[N:17]([CH3:44])[C:18](=[O:43])[C:19]3[CH:29]=[C:28]([CH2:30][CH2:31][O:32][C:33]4[C:42]5[C:37](=[CH:38][CH:39]=[CH:40][CH:41]=5)[N:36]=[CH:35][CH:34]=4)[CH:27]=[N:26][C:20]=3[N:21]([CH2:24][CH3:25])[C:22]=2[N:23]=1. The catalyst is C(Cl)Cl. The product is [CH3:12][C:13]1[CH:14]=[CH:15][C:16]2[N:17]([CH3:44])[C:18](=[O:43])[C:19]3[CH:29]=[C:28]([CH2:30][CH2:31][O:32][C:33]4[C:42]5[C:37](=[CH:38][CH:39]=[CH:40][CH:41]=5)[N+:36]([O-:9])=[CH:35][CH:34]=4)[CH:27]=[N:26][C:20]=3[N:21]([CH2:24][CH3:25])[C:22]=2[N:23]=1. The yield is 0.990. (3) The reactants are C([SiH](CC)CC)C.[CH3:8][O:9][C:10](=[O:33])[C:11]1[CH:16]=[CH:15][C:14]([CH:17]([C:19]2[CH:24]=[CH:23][CH:22]=[CH:21][C:20]=2[O:25][CH2:26][C:27]2[CH:32]=[CH:31][CH:30]=[CH:29][CH:28]=2)O)=[CH:13][CH:12]=1.O. The catalyst is C(#N)C. The product is [CH3:8][O:9][C:10](=[O:33])[C:11]1[CH:12]=[CH:13][C:14]([CH2:17][C:19]2[CH:24]=[CH:23][CH:22]=[CH:21][C:20]=2[O:25][CH2:26][C:27]2[CH:28]=[CH:29][CH:30]=[CH:31][CH:32]=2)=[CH:15][CH:16]=1. The yield is 0.620. (4) The reactants are [CH:1]([C:3]1[CH:8]=[CH:7][C:6]([C:9]2[CH:14]=[CH:13][C:12]([CH:15]([CH3:24])[CH2:16][NH:17][S:18]([CH:21]([CH3:23])[CH3:22])(=[O:20])=[O:19])=[CH:11][CH:10]=2)=[CH:5][CH:4]=1)=[O:2].[CH2:25]([Mg]Br)[CH3:26]. The catalyst is O1CCCC1.C(OCC)C.[Cl-].[Na+].O. The product is [OH:2][CH:1]([C:3]1[CH:4]=[CH:5][C:6]([C:9]2[CH:14]=[CH:13][C:12]([CH:15]([CH3:24])[CH2:16][NH:17][S:18]([CH:21]([CH3:23])[CH3:22])(=[O:19])=[O:20])=[CH:11][CH:10]=2)=[CH:7][CH:8]=1)[CH2:25][CH3:26]. The yield is 0.420. (5) The reactants are [CH3:1][NH:2][CH2:3][C:4]1[S:5][CH:6]=[CH:7][CH:8]=1.[CH3:9][C:10]([CH3:15])([CH3:14])[C:11](Cl)=[O:12].C(O)C(N)(CO)CO. The catalyst is C(Cl)Cl. The product is [CH3:9][C:10]([CH3:15])([CH3:14])[C:11]([N:2]([CH3:1])[CH2:3][C:4]1[S:5][CH:6]=[CH:7][CH:8]=1)=[O:12]. The yield is 0.800. (6) The reactants are [C:1]([O:5][C:6](=[O:13])[NH:7][CH2:8][CH2:9][CH2:10][CH2:11][NH2:12])([CH3:4])([CH3:3])[CH3:2].[CH2:14]([N:17]1[C:21]2[CH:22]=[CH:23][CH:24]=[CH:25][C:20]=2[N:19]=[C:18]1[CH:26]=O)[CH:15]=[CH2:16]. The catalyst is C(Cl)Cl. The product is [C:1]([O:5][C:6](=[O:13])[NH:7][CH2:8][CH2:9][CH2:10][CH2:11][NH:12][CH2:26][C:18]1[N:17]([CH2:14][CH:15]=[CH2:16])[C:21]2[CH:22]=[CH:23][CH:24]=[CH:25][C:20]=2[N:19]=1)([CH3:4])([CH3:2])[CH3:3]. The yield is 0.300. (7) The reactants are [OH:1][C@H:2]1[CH2:6][NH:5][C@@H:4]([C:7]([OH:9])=[O:8])[CH2:3]1.[OH-].[Na+].[CH3:12][C:13]([O:16][C:17](O[C:17]([O:16][C:13]([CH3:15])([CH3:14])[CH3:12])=[O:18])=[O:18])([CH3:15])[CH3:14].C(O)(=O)CC(CC(O)=O)(C(O)=O)O. The catalyst is C1COCC1.O. The product is [C:13]([O:16][C:17]([N:5]1[CH2:6][C@H:2]([OH:1])[CH2:3][C@@H:4]1[C:7]([OH:9])=[O:8])=[O:18])([CH3:15])([CH3:14])[CH3:12]. The yield is 0.610.